Predict the product of the given reaction. From a dataset of Forward reaction prediction with 1.9M reactions from USPTO patents (1976-2016). (1) The product is: [F:1][C:2]1[CH:3]=[C:4]([CH:5]2[O:14][CH2:13][CH2:12][O:6]2)[CH:7]=[CH:8][C:9]=1[O:10][CH3:11]. Given the reactants [F:1][C:2]1[CH:3]=[C:4]([CH:7]=[CH:8][C:9]=1[O:10][CH3:11])[CH:5]=[O:6].[CH2:12](O)[CH2:13][OH:14].O, predict the reaction product. (2) Given the reactants [F:1][C:2]([F:25])([F:24])[C:3]([C:9]1[CH:14]=[CH:13][C:12]([O:15][CH2:16][O:17][CH3:18])=[C:11]([CH2:19][CH2:20][CH3:21])[C:10]=1[CH2:22]O)([OH:8])[C:4]([F:7])([F:6])[F:5].C1(P(C2C=CC=CC=2)C2C=CC=CC=2)C=CC=CC=1.N(C(OCC)=O)=NC(OCC)=O.O, predict the reaction product. The product is: [CH3:18][O:17][CH2:16][O:15][C:12]1[C:11]([CH2:19][CH2:20][CH3:21])=[C:10]2[C:9](=[CH:14][CH:13]=1)[C:3]([C:4]([F:6])([F:5])[F:7])([C:2]([F:1])([F:24])[F:25])[O:8][CH2:22]2.